Dataset: Catalyst prediction with 721,799 reactions and 888 catalyst types from USPTO. Task: Predict which catalyst facilitates the given reaction. (1) Reactant: [Cl:1][C:2]1[CH:19]=[CH:18][C:5](/[CH:6]=[N:7]/[C:8]2[CH:16]=[CH:15][CH:14]=[C:13]3[C:9]=2[CH2:10][O:11][C:12]3=[O:17])=[CH:4][CH:3]=1.[CH3:20][N:21]1[CH:25]=[CH:24][N:23]=[C:22]1[CH:26]=O.[O-:28][CH2:29][CH3:30].[Na+].C(O)C. Product: [Cl:1][C:2]1[CH:3]=[CH:4][C:5]([CH:6]2[CH:26]([C:22]3[N:21]([CH3:20])[CH:25]=[CH:24][N:23]=3)[C:29](=[O:28])[C:30]3[C:13]([C:12]([O:11][CH2:10][CH3:9])=[O:17])=[CH:14][CH:15]=[CH:16][C:8]=3[NH:7]2)=[CH:18][CH:19]=1. The catalyst class is: 567. (2) Reactant: [NH2:1][CH2:2][C:3]([NH:5][CH2:6][C:7]([F:10])([F:9])[F:8])=[O:4].[C:11]([C:14]1[C:23]2[C:18](=[CH:19][CH:20]=[CH:21][CH:22]=2)[C:17]([C:24](Cl)=[O:25])=[CH:16][CH:15]=1)(=[O:13])[CH3:12].C(N(CC)CC)C. Product: [C:11]([C:14]1[C:23]2[C:18](=[CH:19][CH:20]=[CH:21][CH:22]=2)[C:17]([C:24]([NH:1][CH2:2][C:3](=[O:4])[NH:5][CH2:6][C:7]([F:10])([F:9])[F:8])=[O:25])=[CH:16][CH:15]=1)(=[O:13])[CH3:12]. The catalyst class is: 26.